Dataset: Peptide-MHC class I binding affinity with 185,985 pairs from IEDB/IMGT. Task: Regression. Given a peptide amino acid sequence and an MHC pseudo amino acid sequence, predict their binding affinity value. This is MHC class I binding data. (1) The peptide sequence is RFDEAIINY. The MHC is HLA-A02:01 with pseudo-sequence HLA-A02:01. The binding affinity (normalized) is 0.0847. (2) The peptide sequence is RRRRRRAAL. The MHC is BoLA-HD6 with pseudo-sequence BoLA-HD6. The binding affinity (normalized) is 0.610. (3) The peptide sequence is STYSDICSK. The MHC is HLA-A03:01 with pseudo-sequence HLA-A03:01. The binding affinity (normalized) is 0.708. (4) The peptide sequence is VGYRQAWEY. The MHC is HLA-B57:01 with pseudo-sequence HLA-B57:01. The binding affinity (normalized) is 0.534. (5) The peptide sequence is LLAISAVYFK. The MHC is HLA-A68:01 with pseudo-sequence HLA-A68:01. The binding affinity (normalized) is 0.915.